From a dataset of Full USPTO retrosynthesis dataset with 1.9M reactions from patents (1976-2016). Predict the reactants needed to synthesize the given product. (1) Given the product [CH2:1]([N:8]1[CH:12]=[C:11]([C:20]2[C:15]([Cl:14])=[N:16][CH:17]=[CH:18][CH:19]=2)[CH:10]=[N:9]1)[C:2]1[CH:7]=[CH:6][CH:5]=[CH:4][CH:3]=1, predict the reactants needed to synthesize it. The reactants are: [CH2:1]([N:8]1[CH:12]=[C:11](I)[CH:10]=[N:9]1)[C:2]1[CH:7]=[CH:6][CH:5]=[CH:4][CH:3]=1.[Cl:14][C:15]1[C:20](B(O)O)=[CH:19][CH:18]=[CH:17][N:16]=1.C(=O)(O)[O-].[Na+]. (2) Given the product [CH3:21][N:22]([S:23]([C:26]1[CH:27]=[CH:28][C:29]([N+:32]([O-:34])=[O:33])=[CH:30][CH:31]=1)(=[O:25])=[O:24])[CH2:11][C@@H:7]([NH:8][C:14](=[O:15])[O:16][C:17]([CH3:18])([CH3:19])[CH3:20])[C:1]1[CH:2]=[CH:3][CH:4]=[CH:5][CH:6]=1, predict the reactants needed to synthesize it. The reactants are: [C:1]1([C@H:7]2[CH2:11]OS(=O)(=O)[N:8]2[C:14]([O:16][C:17]([CH3:20])([CH3:19])[CH3:18])=[O:15])[CH:6]=[CH:5][CH:4]=[CH:3][CH:2]=1.[CH3:21][NH:22][S:23]([C:26]1[CH:31]=[CH:30][C:29]([N+:32]([O-:34])=[O:33])=[CH:28][CH:27]=1)(=[O:25])=[O:24].C([O-])([O-])=O.[Cs+].[Cs+].